From a dataset of Reaction yield outcomes from USPTO patents with 853,638 reactions. Predict the reaction yield, written as a fraction of the theoretical maximum amount of product (1.0 means a 100% yield; for example, 0.34 means a 34% yield). (1) The reactants are C1(P(C2C=CC=CC=2)C2C=CC=CC=2)C=CC=CC=1.[Br:20][C:21]([Br:24])(Br)Br.C(N(CC)CC)C.[C:32]([O:36][C:37](=[O:48])[N:38]([C@H:40]1[CH2:45][CH2:44][C@H:43]([CH:46]=O)[CH2:42][CH2:41]1)[CH3:39])([CH3:35])([CH3:34])[CH3:33]. The catalyst is C(Cl)Cl. The product is [C:32]([O:36][C:37](=[O:48])[N:38]([C@H:40]1[CH2:45][CH2:44][C@H:43]([CH:46]=[C:21]([Br:24])[Br:20])[CH2:42][CH2:41]1)[CH3:39])([CH3:35])([CH3:33])[CH3:34]. The yield is 0.670. (2) The reactants are [C:1]([C:4]1[CH:5]=[C:6]([C:10]2[CH:15]=[CH:14][C:13](/[C:16](/[CH3:36])=[CH:17]/[CH2:18][O:19][C:20]3[CH:25]=[CH:24][C:23]([CH2:26][C@H:27]([O:33][CH2:34][CH3:35])[C:28]([O:30]CC)=[O:29])=[CH:22][CH:21]=3)=[CH:12][CH:11]=2)[CH:7]=[CH:8][CH:9]=1)(=[O:3])[CH3:2].[OH-].[Na+]. No catalyst specified. The product is [C:1]([C:4]1[CH:5]=[C:6]([C:10]2[CH:11]=[CH:12][C:13](/[C:16](/[CH3:36])=[CH:17]/[CH2:18][O:19][C:20]3[CH:21]=[CH:22][C:23]([CH2:26][C@H:27]([O:33][CH2:34][CH3:35])[C:28]([OH:30])=[O:29])=[CH:24][CH:25]=3)=[CH:14][CH:15]=2)[CH:7]=[CH:8][CH:9]=1)(=[O:3])[CH3:2]. The yield is 0.250. (3) The reactants are [F:1][C:2]([F:7])([F:6])[C:3]([OH:5])=[O:4].[OH:8][C:9]1([C:22]2[S:23][C:24]([C:27]3[CH:32]=[C:31]([CH3:33])[CH:30]=[C:29]([NH:34][C:35]4[CH:40]=[C:39]([C:41]([F:44])([F:43])[F:42])[CH:38]=[CH:37][N:36]=4)[N:28]=3)=[CH:25][N:26]=2)[CH2:18][CH2:17][CH2:16][C:15]2[CH:14]=[C:13]([C:19]([OH:21])=O)[CH:12]=[CH:11][C:10]1=2.[Cl-].[NH4+].F[P-](F)(F)(F)(F)F.[N:54]1(OC(N(C)C)=[N+](C)C)C2N=CC=CC=2N=N1.C(N(C(C)C)CC)(C)C. The catalyst is CN(C=O)C.CS(C)=O. The product is [F:1][C:2]([F:7])([F:6])[C:3]([OH:5])=[O:4].[OH:8][C:9]1([C:22]2[S:23][C:24]([C:27]3[CH:32]=[C:31]([CH3:33])[CH:30]=[C:29]([NH:34][C:35]4[CH:40]=[C:39]([C:41]([F:43])([F:44])[F:42])[CH:38]=[CH:37][N:36]=4)[N:28]=3)=[CH:25][N:26]=2)[CH2:18][CH2:17][CH2:16][C:15]2[CH:14]=[C:13]([C:19]([NH2:54])=[O:21])[CH:12]=[CH:11][C:10]1=2. The yield is 0.430. (4) The catalyst is ClCCl. The yield is 0.730. The reactants are [C:1]([C:9]1[O:10][C:11]2[CH:17]=[CH:16][C:15]([O:18]C)=[CH:14][C:12]=2[CH:13]=1)(=[O:8])[C:2]1[CH:7]=[CH:6][CH:5]=[CH:4][CH:3]=1. The product is [C:1]([C:9]1[O:10][C:11]2[CH:17]=[CH:16][C:15]([OH:18])=[CH:14][C:12]=2[CH:13]=1)(=[O:8])[C:2]1[CH:7]=[CH:6][CH:5]=[CH:4][CH:3]=1. (5) The reactants are C([O:3][C:4]([C:6]1[C:7]([CH:16]([F:18])[F:17])=[N:8][N:9]([CH3:15])[C:10]=1[C:11]([F:14])([F:13])[F:12])=[O:5])C.[OH-].[Na+]. The catalyst is C(O)C. The product is [CH3:15][N:9]1[C:10]([C:11]([F:12])([F:13])[F:14])=[C:6]([C:4]([OH:5])=[O:3])[C:7]([CH:16]([F:18])[F:17])=[N:8]1. The yield is 0.980. (6) The reactants are [Si]([O:18][C@@H:19]([CH3:46])[C:20]([N:22]1[N:26]=[C:25]([C:27]2[CH:32]=[C:31]([F:33])[CH:30]=[CH:29][C:28]=2[F:34])[S:24][C@@:23]1([CH2:41][O:42][CH2:43][O:44][CH3:45])[C:35]1[CH:40]=[CH:39][CH:38]=[CH:37][CH:36]=1)=[O:21])(C(C)(C)C)(C1C=CC=CC=1)C1C=CC=CC=1.CCCC[N+](CCCC)(CCCC)CCCC.[F-].Cl. The catalyst is C1COCC1. The product is [F:34][C:28]1[CH:29]=[CH:30][C:31]([F:33])=[CH:32][C:27]=1[C:25]1[S:24][C@@:23]([CH2:41][O:42][CH2:43][O:44][CH3:45])([C:35]2[CH:36]=[CH:37][CH:38]=[CH:39][CH:40]=2)[N:22]([C:20](=[O:21])[C@@H:19]([OH:18])[CH3:46])[N:26]=1. The yield is 0.640. (7) The reactants are [CH3:1][C:2]1[C:3]([C:11]2[S:12][CH:13]=[CH:14][CH:15]=2)=[N:4][O:5][C:6]=1[C:7]([F:10])([F:9])[F:8].[CH3:16][O:17][C:18]1[CH:26]=[CH:25][CH:24]=[CH:23][C:19]=1[C:20](Cl)=[O:21]. No catalyst specified. The product is [CH3:16][O:17][C:18]1[CH:26]=[CH:25][CH:24]=[CH:23][C:19]=1[C:20]([C:13]1[S:12][C:11]([C:3]2[C:2]([CH3:1])=[C:6]([C:7]([F:8])([F:10])[F:9])[O:5][N:4]=2)=[CH:15][CH:14]=1)=[O:21]. The yield is 0.540. (8) The reactants are C([O:8][CH2:9][CH2:10][O:11][CH2:12][CH2:13][O:14][CH2:15][C:16]([CH3:25])([CH3:24])[C:17]([O:19][C:20]([CH3:23])([CH3:22])[CH3:21])=[O:18])C1C=CC=CC=1. The product is [OH:8][CH2:9][CH2:10][O:11][CH2:12][CH2:13][O:14][CH2:15][C:16]([CH3:25])([CH3:24])[C:17]([O:19][C:20]([CH3:23])([CH3:22])[CH3:21])=[O:18]. The yield is 0.850. The catalyst is CCO.[Pd]. (9) The reactants are [NH2:1][CH2:2][CH2:3][CH2:4][N:5]1[CH2:10][CH2:9][N:8]([CH3:11])[CH2:7][CH2:6]1.[S:12]1[C:16]([C:17]2[CH:22]=[CH:21][N:20]=[C:19]([Cl:23])[N:18]=2)=[CH:15][C:14]2[CH:24]=[CH:25][CH:26]=[CH:27][C:13]1=2. The catalyst is O1CCOCC1. The product is [ClH:23].[ClH:23].[ClH:23].[S:12]1[C:16]([C:17]2[CH:22]=[CH:21][N:20]=[C:19]([NH:1][CH2:2][CH2:3][CH2:4][N:5]3[CH2:6][CH2:7][N:8]([CH3:11])[CH2:9][CH2:10]3)[N:18]=2)=[CH:15][C:14]2[CH:24]=[CH:25][CH:26]=[CH:27][C:13]1=2. The yield is 0.920. (10) The reactants are [Cl:1][C:2]1[C:3]([CH:9]2[CH2:11][CH:10]2[N:12]([C:20]([C:22]2[C:23]([CH:28]([F:30])[F:29])=[N:24][N:25]([CH3:27])[CH:26]=2)=[O:21])C(=O)OC(C)(C)C)=[N:4][CH:5]=[C:6]([Cl:8])[CH:7]=1.FC(F)(F)C(O)=O. The catalyst is ClCCl. The product is [Cl:1][C:2]1[C:3]([CH:9]2[CH2:11][CH:10]2[NH:12][C:20]([C:22]2[C:23]([CH:28]([F:30])[F:29])=[N:24][N:25]([CH3:27])[CH:26]=2)=[O:21])=[N:4][CH:5]=[C:6]([Cl:8])[CH:7]=1. The yield is 0.760.